This data is from Catalyst prediction with 721,799 reactions and 888 catalyst types from USPTO. The task is: Predict which catalyst facilitates the given reaction. Reactant: [CH:1]1([NH:7][C:8]([C:10]2[C:14]([CH2:15][N:16]([CH3:18])[CH3:17])=[C:13]([C:19]3[CH:24]=[CH:23][C:22]([OH:25])=[CH:21][CH:20]=3)[N:12]([C:26]3[CH:31]=[CH:30][C:29]([Cl:32])=[CH:28][C:27]=3[Cl:33])[N:11]=2)=[O:9])[CH2:6][CH2:5][CH2:4][CH2:3][CH2:2]1.C(N(CC)CC)C.[F:41][C:42]([F:50])([F:49])[CH2:43][CH2:44][S:45](Cl)(=[O:47])=[O:46]. Product: [CH:1]1([NH:7][C:8]([C:10]2[C:14]([CH2:15][N:16]([CH3:18])[CH3:17])=[C:13]([C:19]3[CH:24]=[CH:23][C:22]([O:25][S:45]([CH2:44][CH2:43][C:42]([F:50])([F:49])[F:41])(=[O:47])=[O:46])=[CH:21][CH:20]=3)[N:12]([C:26]3[CH:31]=[CH:30][C:29]([Cl:32])=[CH:28][C:27]=3[Cl:33])[N:11]=2)=[O:9])[CH2:2][CH2:3][CH2:4][CH2:5][CH2:6]1. The catalyst class is: 4.